Dataset: Full USPTO retrosynthesis dataset with 1.9M reactions from patents (1976-2016). Task: Predict the reactants needed to synthesize the given product. (1) Given the product [Br:1][C:2]1[CH:3]=[CH:4][C:5]2[N:6]([C:8]([C:11]([N:28]3[CH2:29][CH2:30][CH:25]([C:22]4[CH:23]=[CH:24][C:19]([F:18])=[CH:20][C:21]=4[C:31]([F:34])([F:32])[F:33])[CH2:26][CH2:27]3)=[O:13])=[N:9][N:10]=2)[CH:7]=1, predict the reactants needed to synthesize it. The reactants are: [Br:1][C:2]1[CH:3]=[CH:4][C:5]2[N:6]([C:8]([C:11]([O:13]CC)=O)=[N:9][N:10]=2)[CH:7]=1.Cl.Cl.[F:18][C:19]1[CH:24]=[CH:23][C:22]([CH:25]2[CH2:30][CH2:29][NH:28][CH2:27][CH2:26]2)=[C:21]([C:31]([F:34])([F:33])[F:32])[CH:20]=1.F[P-](F)(F)(F)(F)F.N1(O[P+](N(C)C)(N(C)C)N(C)C)C2C=CC=CC=2N=N1.C(N(C(C)C)CC)(C)C. (2) Given the product [CH3:11][O:12][C:13]([C:15]1[O:16][C:17]([CH2:20][O:8][C:5]2[CH:6]=[CH:7][C:2]([I:1])=[CH:3][CH:4]=2)=[CH:18][CH:19]=1)=[O:14], predict the reactants needed to synthesize it. The reactants are: [I:1][C:2]1[CH:7]=[CH:6][C:5]([OH:8])=[CH:4][CH:3]=1.[H-].[Na+].[CH3:11][O:12][C:13]([C:15]1[O:16][C:17]([CH2:20]Cl)=[CH:18][CH:19]=1)=[O:14]. (3) The reactants are: Br[CH2:2][C:3]1[S:4][C:5]2[CH:11]=[CH:10][CH:9]=[CH:8][C:6]=2[N:7]=1.C(N(C(C)C)CC)(C)C.[N:21]1([C:27]2[CH:32]=[CH:31][CH:30]=[CH:29][C:28]=2[OH:33])[CH2:26][CH2:25][NH:24][CH2:23][CH2:22]1. Given the product [S:4]1[C:5]2[CH:11]=[CH:10][CH:9]=[CH:8][C:6]=2[N:7]=[C:3]1[CH2:2][N:24]1[CH2:23][CH2:22][N:21]([C:27]2[CH:32]=[CH:31][CH:30]=[CH:29][C:28]=2[OH:33])[CH2:26][CH2:25]1, predict the reactants needed to synthesize it.